This data is from Forward reaction prediction with 1.9M reactions from USPTO patents (1976-2016). The task is: Predict the product of the given reaction. The product is: [Cl:1][C:2]1[CH:3]=[C:4]([C:9]2[N:18]([CH2:19][C:20]([NH:22][CH:23]([CH3:24])[CH3:25])=[O:21])[C:17](=[O:26])[C:16]3[C:11](=[CH:12][CH:13]=[C:14]([O:27][CH2:29][CH2:30][CH2:31][Cl:32])[CH:15]=3)[N:10]=2)[CH:5]=[CH:6][C:7]=1[F:8]. Given the reactants [Cl:1][C:2]1[CH:3]=[C:4]([C:9]2[N:18]([CH2:19][C:20]([NH:22][CH:23]([CH3:25])[CH3:24])=[O:21])[C:17](=[O:26])[C:16]3[C:11](=[CH:12][CH:13]=[C:14]([OH:27])[CH:15]=3)[N:10]=2)[CH:5]=[CH:6][C:7]=1[F:8].Br[CH2:29][CH2:30][CH2:31][Cl:32].C([O-])([O-])=O.[K+].[K+], predict the reaction product.